This data is from Peptide-MHC class I binding affinity with 185,985 pairs from IEDB/IMGT. The task is: Regression. Given a peptide amino acid sequence and an MHC pseudo amino acid sequence, predict their binding affinity value. This is MHC class I binding data. The peptide sequence is VNLEAFSLM. The MHC is H-2-Kb with pseudo-sequence H-2-Kb. The binding affinity (normalized) is 0.864.